From a dataset of Full USPTO retrosynthesis dataset with 1.9M reactions from patents (1976-2016). Predict the reactants needed to synthesize the given product. Given the product [OH:19][CH2:18][CH:10]1[CH2:11][C:12]2[C:17]3=[C:16]([C:6]([CH:4]4[CH:32]([C:27]5[C:26]6[C:30](=[CH:31][C:23]([C:22]([F:36])([F:21])[F:37])=[CH:24][CH:25]=6)[NH:29][CH:28]=5)[C:33](=[O:34])[NH:35][C:3]4=[O:2])=[CH:7][N:8]3[CH2:9]1)[CH:15]=[CH:14][CH:13]=2, predict the reactants needed to synthesize it. The reactants are: C[O:2][C:3](=O)[C:4]([C:6]1[C:16]2=[C:17]3[C:12](=[CH:13][CH:14]=[CH:15]2)[CH2:11][CH:10]([CH2:18][OH:19])[CH2:9][N:8]3[CH:7]=1)=O.[F:21][C:22]([F:37])([F:36])[C:23]1[CH:31]=[C:30]2[C:26]([C:27]([CH2:32][C:33]([NH2:35])=[O:34])=[CH:28][NH:29]2)=[CH:25][CH:24]=1.